Dataset: Catalyst prediction with 721,799 reactions and 888 catalyst types from USPTO. Task: Predict which catalyst facilitates the given reaction. (1) Reactant: C(O)C(N)(CO)CO.CC(CC(C1C=[CH:21][C:20]([O:23]CCOCCO)=[CH:19][CH:18]=1)(C)C)(C)C.[F-].[Na+].C1(CS(F)(=O)=O)C=CC=CC=1.CC(C[C@H](NC(C)=O)C(N[C@H](C([NH:58][C@H:59]([C:67]([OH:69])=[O:68])[CH2:60][CH2:61][CH2:62]N=C(N)N)=O)CC(C)C)=O)C. Product: [NH2:58][C@H:59]([C:67]([OH:69])=[O:68])[CH2:60][C:61]1[CH:62]=[CH:21][C:20]([OH:23])=[CH:19][CH:18]=1. The catalyst class is: 610. (2) Reactant: [C:1]1([CH2:7][CH2:8][O:9][CH2:10][CH2:11][N:12]2[CH2:19][CH2:18][C:15]3([O:17][CH2:16]3)[CH2:14][CH2:13]2)[CH:6]=[CH:5][CH:4]=[CH:3][CH:2]=1.[N-:20]=[N+:21]=[N-:22].[Na+]. Product: [N:20]([CH2:16][C:15]1([OH:17])[CH2:18][CH2:19][N:12]([CH2:11][CH2:10][O:9][CH2:8][CH2:7][C:1]2[CH:6]=[CH:5][CH:4]=[CH:3][CH:2]=2)[CH2:13][CH2:14]1)=[N+:21]=[N-:22]. The catalyst class is: 38. (3) Reactant: [NH2:1][C:2]1[CH:3]=[CH:4][C:5]([C:8]#[N:9])=[N:6][CH:7]=1.N1C=CC=CC=1.Cl[C:17]([O:19][C:20]1[CH:25]=[CH:24][CH:23]=[CH:22][CH:21]=1)=[O:18]. Product: [C:8]([C:5]1[N:6]=[CH:7][C:2]([NH:1][C:17](=[O:18])[O:19][C:20]2[CH:25]=[CH:24][CH:23]=[CH:22][CH:21]=2)=[CH:3][CH:4]=1)#[N:9]. The catalyst class is: 299. (4) Reactant: [CH2:1]([N:3]1[C:11]2[C:6](=[CH:7][C:8](B(O)O)=[CH:9][CH:10]=2)[CH:5]=[N:4]1)[CH3:2].Cl[C:16]1[C:25]([N:26]([CH:28]([CH3:30])[CH3:29])[CH3:27])=[N:24][C:23]2[C:18](=[CH:19][CH:20]=[C:21]([C:31]([O:33][CH3:34])=[O:32])[CH:22]=2)[N:17]=1.[O-]P([O-])([O-])=O.[K+].[K+].[K+]. Product: [CH2:1]([N:3]1[C:11]2[C:6](=[CH:7][C:8]([C:16]3[C:25]([N:26]([CH:28]([CH3:30])[CH3:29])[CH3:27])=[N:24][C:23]4[C:18](=[CH:19][CH:20]=[C:21]([C:31]([O:33][CH3:34])=[O:32])[CH:22]=4)[N:17]=3)=[CH:9][CH:10]=2)[CH:5]=[N:4]1)[CH3:2]. The catalyst class is: 70. (5) Reactant: Cl.[Br:2][C:3]1[C:4]([CH3:12])=[CH:5][C:6]([O:10][CH3:11])=[C:7]([CH:9]=1)[NH2:8]. Product: [Br:2][C:3]1[C:4]([CH3:12])=[CH:5][C:6]([O:10][CH3:11])=[C:7]([CH:9]=1)[NH2:8]. The catalyst class is: 33. (6) Reactant: [Cl:1][C:2]1[CH:3]=[C:4]([CH:21]=[CH:22][CH:23]=1)[CH2:5][C:6]1[NH:15][C:14](=[O:16])[C:13]2[C:8](=[CH:9][C:10]([C:17]([O:19]C)=[O:18])=[CH:11][CH:12]=2)[N:7]=1.[OH-].[Na+].C(O)C.Cl. Product: [Cl:1][C:2]1[CH:3]=[C:4]([CH:21]=[CH:22][CH:23]=1)[CH2:5][C:6]1[NH:15][C:14](=[O:16])[C:13]2[C:8](=[CH:9][C:10]([C:17]([OH:19])=[O:18])=[CH:11][CH:12]=2)[N:7]=1. The catalyst class is: 6. (7) Reactant: [F:1][C:2]1[CH:7]=[CH:6][CH:5]=[C:4]([F:8])[C:3]=1[N:9]1[C:13]2[CH:14]=[CH:15][CH:16]=[CH:17][C:12]=2[NH:11][S:10]1(=[O:19])=[O:18].C1(P(C2C=CC=CC=2)C2C=CC=CC=2)C=CC=CC=1.[Br:39][CH2:40][CH2:41][CH2:42]O.N(C(OC(C)C)=O)=NC(OC(C)C)=O. Product: [Br:39][CH2:40][CH2:41][CH2:42][N:11]1[C:12]2[CH:17]=[CH:16][CH:15]=[CH:14][C:13]=2[N:9]([C:3]2[C:4]([F:8])=[CH:5][CH:6]=[CH:7][C:2]=2[F:1])[S:10]1(=[O:18])=[O:19]. The catalyst class is: 7. (8) Reactant: [C:1]([C:3]1[CH:8]=[C:7]([CH2:9][CH2:10][C:11]([O:13][C:14]([CH3:17])([CH3:16])[CH3:15])=[O:12])[CH:6]=[C:5]([C:18]#[N:19])[N:4]=1)#[N:2].[C:20](OC)(=[O:28])[C:21]1[C:22](=[CH:24][CH:25]=[CH:26][CH:27]=1)[SH:23].C(N(CC)CC)C. Product: [C:1]([C:3]1[CH:8]=[C:7]([CH2:9][CH2:10][C:11]([O:13][C:14]([CH3:16])([CH3:15])[CH3:17])=[O:12])[CH:6]=[C:5]([C:18]2[S:23][C:22]3[CH:24]=[CH:25][CH:26]=[CH:27][C:21]=3[C:20](=[O:28])[N:19]=2)[N:4]=1)#[N:2]. The catalyst class is: 11. (9) Reactant: [CH:1]([C@H:14]1[N:19]2[CH2:20][CH2:21][NH:22][CH2:23][C@H:18]2[CH2:17][N:16](C(OC(C)(C)C)=O)[CH2:15]1)([C:8]1[CH:13]=[CH:12][CH:11]=[CH:10][CH:9]=1)[C:2]1[CH:7]=[CH:6][CH:5]=[CH:4][CH:3]=1.[CH3:31][O:32][CH2:33][C:34]([Cl:36])=[O:35]. Product: [ClH:36].[ClH:36].[CH:1]([C@H:14]1[N:19]2[CH2:20][CH2:21][N:22]([C:34](=[O:35])[CH2:33][O:32][CH3:31])[CH2:23][C@H:18]2[CH2:17][NH:16][CH2:15]1)([C:2]1[CH:3]=[CH:4][CH:5]=[CH:6][CH:7]=1)[C:8]1[CH:13]=[CH:12][CH:11]=[CH:10][CH:9]=1. The catalyst class is: 236.